From a dataset of Reaction yield outcomes from USPTO patents with 853,638 reactions. Predict the reaction yield, written as a fraction of the theoretical maximum amount of product (1.0 means a 100% yield; for example, 0.34 means a 34% yield). The reactants are [C:1]([S:5][CH2:6][C:7]1[CH:12]=[CH:11][C:10]([C:13]([C:18]2[CH:31]=[CH:30][C:21]([O:22][CH2:23][C@H:24]3[O:28][C:27](=[O:29])[CH2:26][CH2:25]3)=[C:20]([CH3:32])[CH:19]=2)([CH2:16][CH3:17])[CH2:14][CH3:15])=[CH:9][C:8]=1[CH3:33])([CH3:4])([CH3:3])[CH3:2].C[O:35]C(=O)C1C=CC(C(CC)(C2C=CC(O)=C(C)C=2)CC)=CC=1C.[OH-].[K+]. The catalyst is CO. The product is [C:1]([S:5][CH2:6][C:7]1[CH:12]=[CH:11][C:10]([C:13]([C:18]2[CH:31]=[CH:30][C:21]([O:22][CH2:23][C@@H:24]([OH:35])[CH2:25][CH2:26][C:27]([OH:28])=[O:29])=[C:20]([CH3:32])[CH:19]=2)([CH2:14][CH3:15])[CH2:16][CH3:17])=[CH:9][C:8]=1[CH3:33])([CH3:4])([CH3:2])[CH3:3]. The yield is 0.530.